The task is: Predict the reactants needed to synthesize the given product.. This data is from Full USPTO retrosynthesis dataset with 1.9M reactions from patents (1976-2016). (1) Given the product [CH2:23]([C:28]1[CH:29]=[CH:30][C:31]([C:34]#[C:35][C:8]2[C:9]3[C:14](=[CH:13][CH:12]=[CH:11][CH:10]=3)[CH:15]=[C:6]([O:5][Si:4]([CH:20]([CH3:22])[CH3:21])([CH:17]([CH3:19])[CH3:18])[CH:1]([CH3:3])[CH3:2])[CH:7]=2)=[CH:32][CH:33]=1)[CH2:24][CH2:25][CH2:26][CH3:27], predict the reactants needed to synthesize it. The reactants are: [CH:1]([Si:4]([CH:20]([CH3:22])[CH3:21])([CH:17]([CH3:19])[CH3:18])[O:5][C:6]1[CH:7]=[C:8](Br)[C:9]2[C:14]([CH:15]=1)=[CH:13][CH:12]=[CH:11][CH:10]=2)([CH3:3])[CH3:2].[CH2:23]([C:28]1[CH:33]=[CH:32][C:31]([C:34]#[CH:35])=[CH:30][CH:29]=1)[CH2:24][CH2:25][CH2:26][CH3:27].C1C=CC(P(C2C=CC=CC=2)C2C=CC=CC=2)=CC=1. (2) Given the product [ClH:31].[F:1][C:2]1[CH:3]=[C:4]([CH:26]=[CH:27][C:28]=1[O:29][CH3:30])[CH2:5][C:6]1[C:15]2[NH:16][C:17]3[CH:18]=[CH:19][CH:20]=[CH:21][C:22]=3[C:14]=2[C:13]2[C@@H:12]([OH:23])[CH2:11][C:10]([CH3:25])([CH3:24])[CH2:9][C:8]=2[N:7]=1, predict the reactants needed to synthesize it. The reactants are: [F:1][C:2]1[CH:3]=[C:4]([CH:26]=[CH:27][C:28]=1[O:29][CH3:30])[CH2:5][C:6]1[C:15]2[NH:16][C:17]3[CH:18]=[CH:19][CH:20]=[CH:21][C:22]=3[C:14]=2[C:13]2[C@@H:12]([OH:23])[CH2:11][C:10]([CH3:25])([CH3:24])[CH2:9][C:8]=2[N:7]=1.[ClH:31]. (3) Given the product [Br:1][C:2]1[CH:3]=[CH:4][C:5]([OH:11])=[C:6]([CH:10]=1)[C:7]([NH:17][C:16]1[CH:18]=[C:19]([C:21]([F:23])([F:24])[F:22])[CH:20]=[C:14]([O:13][CH3:12])[CH:15]=1)=[O:9], predict the reactants needed to synthesize it. The reactants are: [Br:1][C:2]1[CH:10]=[C:6]([C:7]([OH:9])=O)[C:5]([OH:11])=[CH:4][CH:3]=1.[CH3:12][O:13][C:14]1[CH:15]=[C:16]([CH:18]=[C:19]([C:21]([F:24])([F:23])[F:22])[CH:20]=1)[NH2:17]. (4) Given the product [Cl:39][C:40]1[CH:45]=[CH:44][C:43]([N:46]([CH3:48])[NH:47][C:14]([C:12]2[S:11][C:10]3[NH:6][N:7]=[C:8]([NH:19][C:20](=[O:34])[C:21]4[CH:22]=[CH:23][C:24]([N:27]5[CH2:28][CH2:29][N:30]([CH3:33])[CH2:31][CH2:32]5)=[CH:25][CH:26]=4)[C:9]=3[CH:13]=2)=[O:15])=[CH:42][CH:41]=1, predict the reactants needed to synthesize it. The reactants are: C(OC([N:6]1[C:10]2[S:11][C:12]([C:14](OCC)=[O:15])=[CH:13][C:9]=2[C:8]([NH:19][C:20](=[O:34])[C:21]2[CH:26]=[CH:25][C:24]([N:27]3[CH2:32][CH2:31][N:30]([CH3:33])[CH2:29][CH2:28]3)=[CH:23][CH:22]=2)=[N:7]1)C)C.C[Al](C)C.[Cl:39][C:40]1[CH:45]=[CH:44][C:43]([N:46]([CH3:48])[NH2:47])=[CH:42][CH:41]=1.Cl. (5) The reactants are: [Cl:1][C:2]1[CH:3]=[C:4]([C:10]([N:12]2[C:17]3[CH:18]=[CH:19][CH:20]=[CH:21][C:16]=3[O:15][CH2:14][CH2:13]2)=[O:11])[CH:5]=[C:6]([Cl:9])[C:7]=1[OH:8].C(N(CC)CC)C.[C:29](Cl)(=[O:31])[CH3:30]. Given the product [C:29]([O:8][C:7]1[C:6]([Cl:9])=[CH:5][C:4]([C:10]([N:12]2[C:17]3[CH:18]=[CH:19][CH:20]=[CH:21][C:16]=3[O:15][CH2:14][CH2:13]2)=[O:11])=[CH:3][C:2]=1[Cl:1])(=[O:31])[CH3:30], predict the reactants needed to synthesize it.